From a dataset of Full USPTO retrosynthesis dataset with 1.9M reactions from patents (1976-2016). Predict the reactants needed to synthesize the given product. (1) Given the product [C:2]([O:5][C:6]1[CH:11]=[CH:10][C:9]([C:12]2[CH:17]=[CH:16][CH:15]=[CH:14][CH:13]=2)=[CH:8][CH:7]=1)#[CH:3], predict the reactants needed to synthesize it. The reactants are: Cl[C:2]([O:5][C:6]1[CH:11]=[CH:10][C:9]([C:12]2[CH:17]=[CH:16][CH:15]=[CH:14][CH:13]=2)=[CH:8][CH:7]=1)=[CH:3]Cl.C(OCC)C.CN(CCN(C)C)C.C([Li])CCC. (2) Given the product [CH2:26]([O:28][C:29](=[O:38])[CH:30]([N:17]1[CH2:16][CH2:15][N:14]([C:3]2[CH:4]=[CH:5][C:6]([C:8]3[O:12][N:11]=[C:10]([CH3:13])[N:9]=3)=[CH:7][C:2]=2[F:1])[CH2:19][CH2:18]1)[C:31]1[CH:36]=[CH:35][CH:34]=[CH:33][CH:32]=1)[CH3:27], predict the reactants needed to synthesize it. The reactants are: [F:1][C:2]1[CH:7]=[C:6]([C:8]2[O:12][N:11]=[C:10]([CH3:13])[N:9]=2)[CH:5]=[CH:4][C:3]=1[N:14]1[CH2:19][CH2:18][NH:17][CH2:16][CH2:15]1.C([O-])([O-])=O.[K+].[K+].[CH2:26]([O:28][C:29](=[O:38])[CH:30](Br)[C:31]1[CH:36]=[CH:35][CH:34]=[CH:33][CH:32]=1)[CH3:27]. (3) Given the product [C:1]([C:5]1[N:13]=[C:12]2[C:8]([N:9]=[CH:10][N:11]2[CH2:23][C:18]2[C:17]([Cl:16])=[CH:22][CH:21]=[CH:20][N:19]=2)=[C:7]([Cl:14])[N:6]=1)([CH3:4])([CH3:2])[CH3:3], predict the reactants needed to synthesize it. The reactants are: [C:1]([C:5]1[N:13]=[C:12]2[C:8]([N:9]=[CH:10][NH:11]2)=[C:7]([Cl:14])[N:6]=1)([CH3:4])([CH3:3])[CH3:2].Cl.[Cl:16][C:17]1[C:18]([CH2:23]Cl)=[N:19][CH:20]=[CH:21][CH:22]=1. (4) Given the product [C:1]1([CH2:7][CH2:8][CH2:9][N:10]2[CH2:11][CH2:12][N:13]([CH2:17][CH2:18][CH2:19][C:20]3[CH:25]=[CH:24][CH:23]=[CH:22][CH:21]=3)[CH2:14][CH2:15]2)[CH:6]=[CH:5][CH:4]=[CH:3][CH:2]=1, predict the reactants needed to synthesize it. The reactants are: [C:1]1([CH2:7][CH2:8][CH2:9][N:10]2[CH2:15][CH2:14][NH:13][CH2:12][CH2:11]2)[CH:6]=[CH:5][CH:4]=[CH:3][CH:2]=1.Br[CH2:17][CH2:18][CH2:19][C:20]1[CH:25]=[CH:24][CH:23]=[CH:22][CH:21]=1. (5) Given the product [CH:22]([O:15][C:14](=[O:16])[C@H:3]([CH2:4][C:5]1[C:13]2[C:8](=[CH:9][CH:10]=[CH:11][CH:12]=2)[NH:7][CH:6]=1)[NH2:2])([CH3:23])[CH3:21], predict the reactants needed to synthesize it. The reactants are: Br.[NH2:2][C@H:3]([C:14]([OH:16])=[O:15])[CH2:4][C:5]1[C:13]2[C:8](=[CH:9][CH:10]=[CH:11][CH:12]=2)[NH:7][CH:6]=1.CC(N[CH2:21][CH2:22][C:23]1C2C=C(OC)C=CC=2NC=1)=O.C(O)C. (6) Given the product [Cl:6][C:7]1[N:12]=[C:11]([CH2:13][OH:14])[CH:10]=[CH:9][CH:8]=1, predict the reactants needed to synthesize it. The reactants are: O1CCCC1.[Cl:6][C:7]1[N:12]=[C:11]([C:13](O)=[O:14])[CH:10]=[CH:9][CH:8]=1.O1CCCC1.B.[OH-].[Na+]. (7) Given the product [CH2:1]([O:3][C:4](=[O:18])[CH2:5][O:6][C:7]1[CH:12]=[CH:11][C:10]([OH:13])=[CH:9][C:8]=1[CH3:17])[CH3:2], predict the reactants needed to synthesize it. The reactants are: [CH2:1]([O:3][C:4](=[O:18])[CH2:5][O:6][C:7]1[CH:12]=[CH:11][C:10]([O:13]C(=O)C)=[CH:9][C:8]=1[CH3:17])[CH3:2].[O-]CC.[Na+].Cl. (8) Given the product [Si:1]([O:8][CH2:9][CH2:10][CH2:11][NH:12][C:13]1[O:14][C:17]([C:18]2[CH:19]=[N:20][C:21]([Cl:28])=[CH:22][C:23]=2[NH:24][CH:25]([CH3:27])[CH3:26])=[N:16][N:15]=1)([C:4]([CH3:7])([CH3:5])[CH3:6])([CH3:2])[CH3:3], predict the reactants needed to synthesize it. The reactants are: [Si:1]([O:8][CH2:9][CH2:10][CH2:11][NH:12][C:13]([NH:15][NH:16][C:17](=O)[C:18]1[C:23]([NH:24][CH:25]([CH3:27])[CH3:26])=[CH:22][C:21]([Cl:28])=[N:20][CH:19]=1)=[O:14])([C:4]([CH3:7])([CH3:6])[CH3:5])([CH3:3])[CH3:2].C1(P(C2C=CC=CC=2)C2C=CC=CC=2)C=CC=CC=1.CCN(CC)CC.C(Cl)(Cl)(Cl)Cl.